This data is from Forward reaction prediction with 1.9M reactions from USPTO patents (1976-2016). The task is: Predict the product of the given reaction. The product is: [N:1]1([C:10]2[S:14][C:13]([C:15]([O:17][CH3:18])=[O:16])=[C:12]([O:19][CH2:27][C:28]3[CH:33]=[CH:32][CH:31]=[CH:30][C:29]=3[CH3:34])[CH:11]=2)[C:5]2[CH:6]=[CH:7][CH:8]=[CH:9][C:4]=2[N:3]=[CH:2]1. Given the reactants [N:1]1([C:10]2[S:14][C:13]([C:15]([O:17][CH3:18])=[O:16])=[C:12]([OH:19])[CH:11]=2)[C:5]2[CH:6]=[CH:7][CH:8]=[CH:9][C:4]=2[N:3]=[CH:2]1.C(=O)([O-])[O-].[K+].[K+].Br[CH2:27][C:28]1[C:29]([CH3:34])=[CH:30][CH:31]=[CH:32][CH:33]=1, predict the reaction product.